From a dataset of Full USPTO retrosynthesis dataset with 1.9M reactions from patents (1976-2016). Predict the reactants needed to synthesize the given product. (1) Given the product [Cl:19][S:20]([C:9]1[CH:10]=[CH:11][C:6]([NH:5][C:3](=[O:4])[C:2]([F:17])([F:18])[F:1])=[CH:7][C:8]=1[CH2:12][C:13]([O:15][CH3:16])=[O:14])(=[O:22])=[O:21], predict the reactants needed to synthesize it. The reactants are: [F:1][C:2]([F:18])([F:17])[C:3]([NH:5][C:6]1[CH:7]=[C:8]([CH2:12][C:13]([O:15][CH3:16])=[O:14])[CH:9]=[CH:10][CH:11]=1)=[O:4].[Cl:19][S:20](O)(=[O:22])=[O:21]. (2) Given the product [Br:1][C:2]1[C:10]2[C:5](=[CH:6][CH:7]=[C:8]([C:11]3[N:15]=[CH:14][N:13]([C:35]([C:36]4[CH:41]=[CH:40][CH:39]=[CH:38][CH:37]=4)([C:48]4[CH:49]=[CH:50][CH:51]=[CH:52][CH:53]=4)[C:42]4[CH:43]=[CH:44][CH:45]=[CH:46][CH:47]=4)[N:12]=3)[CH:9]=2)[N:4]([CH:16]2[CH2:21][CH2:20][CH2:19][CH2:18][O:17]2)[N:3]=1, predict the reactants needed to synthesize it. The reactants are: [Br:1][C:2]1[C:10]2[C:5](=[CH:6][CH:7]=[C:8]([C:11]3[N:15]=[CH:14][NH:13][N:12]=3)[CH:9]=2)[N:4]([CH:16]2[CH2:21][CH2:20][CH2:19][CH2:18][O:17]2)[N:3]=1.N1C=CC=CC=1.C(N(CC)CC)C.[C:35](Cl)([C:48]1[CH:53]=[CH:52][CH:51]=[CH:50][CH:49]=1)([C:42]1[CH:47]=[CH:46][CH:45]=[CH:44][CH:43]=1)[C:36]1[CH:41]=[CH:40][CH:39]=[CH:38][CH:37]=1. (3) Given the product [CH:12]([C:10]1[N:11]=[C:7]([C:1]2[CH:2]=[CH:3][CH:4]=[CH:5][CH:6]=2)[N:8]([CH:21]([C:26]2[CH:31]=[CH:30][CH:29]=[CH:28][CH:27]=2)[C:22]([O:24][CH3:25])=[O:23])[CH:9]=1)=[O:13], predict the reactants needed to synthesize it. The reactants are: [C:1]1([C:7]2[NH:8][CH:9]=[C:10]([CH:12]=[O:13])[N:11]=2)[CH:6]=[CH:5][CH:4]=[CH:3][CH:2]=1.C(=O)([O-])[O-].[K+].[K+].Br[CH:21]([C:26]1[CH:31]=[CH:30][CH:29]=[CH:28][CH:27]=1)[C:22]([O:24][CH3:25])=[O:23].O.